Task: Predict which catalyst facilitates the given reaction.. Dataset: Catalyst prediction with 721,799 reactions and 888 catalyst types from USPTO Reactant: [F:1][C:2]1[CH:28]=[C:27]([F:29])[CH:26]=[CH:25][C:3]=1[O:4][CH:5]1[CH2:10][CH2:9][N:8]([C:11]2[N:12]=[C:13]3[CH2:24][CH2:23][NH:22][CH2:21][C:14]3=[N:15][C:16]=2[NH:17][CH:18]([CH3:20])[CH3:19])[CH2:7][CH2:6]1.C(N(CC)CC)C.[C:37](Cl)(=[O:40])[O:38][CH3:39]. Product: [F:1][C:2]1[CH:28]=[C:27]([F:29])[CH:26]=[CH:25][C:3]=1[O:4][CH:5]1[CH2:6][CH2:7][N:8]([C:11]2[N:12]=[C:13]3[CH2:24][CH2:23][N:22]([C:37]([O:38][CH3:39])=[O:40])[CH2:21][C:14]3=[N:15][C:16]=2[NH:17][CH:18]([CH3:20])[CH3:19])[CH2:9][CH2:10]1. The catalyst class is: 2.